Dataset: Catalyst prediction with 721,799 reactions and 888 catalyst types from USPTO. Task: Predict which catalyst facilitates the given reaction. (1) Reactant: [OH-].[Na+].C1COCC1.[Cl:8][C:9]1[CH:14]=[C:13]([NH:15][CH2:16][C:17]2[CH:22]=[CH:21][C:20]([C:23]([F:26])([F:25])[F:24])=[CH:19][C:18]=2[C:27]2[CH:28]=[CH:29][C:30]([C:33]([NH:35][CH2:36][CH2:37][C:38]([O:40]CC)=[O:39])=[O:34])=[N:31][CH:32]=2)[CH:12]=[CH:11][C:10]=1[C:43]1[CH:48]=[CH:47][C:46]([Cl:49])=[CH:45][C:44]=1[CH3:50]. Product: [Cl:8][C:9]1[CH:14]=[C:13]([NH:15][CH2:16][C:17]2[CH:22]=[CH:21][C:20]([C:23]([F:24])([F:26])[F:25])=[CH:19][C:18]=2[C:27]2[CH:28]=[CH:29][C:30]([C:33]([NH:35][CH2:36][CH2:37][C:38]([OH:40])=[O:39])=[O:34])=[N:31][CH:32]=2)[CH:12]=[CH:11][C:10]=1[C:43]1[CH:48]=[CH:47][C:46]([Cl:49])=[CH:45][C:44]=1[CH3:50]. The catalyst class is: 5. (2) Reactant: [CH2:1]([O:3][C:4]1[CH:9]=[CH:8][CH:7]=[CH:6][C:5]=1[C:10](=[O:27])[CH2:11][CH2:12][C:13]1[N:14]=[C:15]([C:18]2[CH:23]=[CH:22][C:21]([O:24][CH3:25])=[C:20]([OH:26])[CH:19]=2)[O:16][CH:17]=1)[CH3:2].Br[CH:29]([CH3:31])[CH3:30].C(=O)([O-])[O-].[K+].[K+].O. The catalyst class is: 42. Product: [CH2:1]([O:3][C:4]1[CH:9]=[CH:8][CH:7]=[CH:6][C:5]=1[C:10](=[O:27])[CH2:11][CH2:12][C:13]1[N:14]=[C:15]([C:18]2[CH:23]=[CH:22][C:21]([O:24][CH3:25])=[C:20]([O:26][CH:29]([CH3:31])[CH3:30])[CH:19]=2)[O:16][CH:17]=1)[CH3:2]. (3) Reactant: O.[OH-].[Li+].C([O:6][C:7]([C@:9]1([NH2:31])[C@H:14]([O:15][CH2:16][C:17]2[CH:22]=[CH:21][C:20]([Cl:23])=[C:19]([Cl:24])[CH:18]=2)[CH2:13][C@@H:12]2[C@H:10]1[C@@:11]2([F:30])[C:25]([O:27]CC)=[O:26])=[O:8])C.Cl. Product: [NH2:31][C@@:9]1([C:7]([OH:8])=[O:6])[C@H:14]([O:15][CH2:16][C:17]2[CH:22]=[CH:21][C:20]([Cl:23])=[C:19]([Cl:24])[CH:18]=2)[CH2:13][C@@H:12]2[C@H:10]1[C@@:11]2([F:30])[C:25]([OH:27])=[O:26]. The catalyst class is: 30.